The task is: Predict which catalyst facilitates the given reaction.. This data is from Catalyst prediction with 721,799 reactions and 888 catalyst types from USPTO. (1) Reactant: [NH2:1][C:2]1[S:6][N:5]=[C:4](/[C:7](=[N:38]/[O:39][C:40]([C:43]([OH:45])=[O:44])([CH3:42])[CH3:41])/[C:8]([NH:10][C@@H:11]2[C:36](=[O:37])[N:13]3[C:14]([C:33]([O-:35])=[O:34])=[C:15]([CH2:18][N+:19]4[N:20]([CH3:32])[C:21]([NH2:31])=[C:22]([N:24]([CH2:27][CH2:28][CH2:29][NH2:30])C=O)[CH:23]=4)[CH2:16][S:17][C@H:12]23)=[O:9])[N:3]=1.Cl.C(=O)([O-])O.[Na+]. Product: [NH2:1][C:2]1[S:6][N:5]=[C:4](/[C:7](=[N:38]/[O:39][C:40]([C:43]([OH:45])=[O:44])([CH3:42])[CH3:41])/[C:8]([NH:10][C@@H:11]2[C:36](=[O:37])[N:13]3[C:14]([C:33]([O-:35])=[O:34])=[C:15]([CH2:18][N+:19]4[N:20]([CH3:32])[C:21]([NH2:31])=[C:22]([NH:24][CH2:27][CH2:28][CH2:29][NH2:30])[CH:23]=4)[CH2:16][S:17][C@H:12]23)=[O:9])[N:3]=1. The catalyst class is: 5. (2) Reactant: [C:1]([C:5]1[CH:6]=[C:7]([NH:20][C:21]([NH:23][C@@H:24]2[C:33]3[C:28](=[CH:29][CH:30]=[CH:31][CH:32]=3)[C@@H:27]([O:34][C:35]3[CH:36]=[CH:37][C:38]4[N:39]([C:41]([N:44]5[CH2:49][CH2:48][CH2:47][CH2:46][C@@H:45]5[CH3:50])=[N:42][N:43]=4)[CH:40]=3)[CH2:26][CH2:25]2)=[O:22])[N:8]([C:10]2[CH:15]=[CH:14][CH:13]=[C:12]([O:16][CH2:17][CH2:18]O)[CH:11]=2)[N:9]=1)([CH3:4])([CH3:3])[CH3:2].C[CH2:52][N:53](C(C)C)[CH:54](C)C.CS(Cl)(=O)=O. Product: [C:1]([C:5]1[CH:6]=[C:7]([NH:20][C:21]([NH:23][C@@H:24]2[C:33]3[C:28](=[CH:29][CH:30]=[CH:31][CH:32]=3)[C@@H:27]([O:34][C:35]3[CH:36]=[CH:37][C:38]4[N:39]([C:41]([N:44]5[CH2:49][CH2:48][CH2:47][CH2:46][C@@H:45]5[CH3:50])=[N:42][N:43]=4)[CH:40]=3)[CH2:26][CH2:25]2)=[O:22])[N:8]([C:10]2[CH:15]=[CH:14][CH:13]=[C:12]([O:16][CH2:17][CH2:18][N:53]([CH3:54])[CH3:52])[CH:11]=2)[N:9]=1)([CH3:4])([CH3:2])[CH3:3]. The catalyst class is: 2. (3) Reactant: Cl[C:2]1[CH:7]=[C:6]([NH:8][CH:9]2[CH2:11][CH2:10]2)[N:5]2[N:12]=[CH:13][C:14]([CH:15]=[C:16]3[S:20][C:19](=[O:21])[NH:18][C:17]3=[O:22])=[C:4]2[N:3]=1.[Cl:23][C:24]1[CH:25]=[C:26]([CH:28]=[CH:29][CH:30]=1)[NH2:27].C1(C)C=CC(S(O)(=O)=O)=CC=1.CO.ClCCl. Product: [Cl:23][C:24]1[CH:25]=[C:26]([NH:27][C:2]2[CH:7]=[C:6]([NH:8][CH:9]3[CH2:11][CH2:10]3)[N:5]3[N:12]=[CH:13][C:14]([CH:15]=[C:16]4[S:20][C:19](=[O:21])[NH:18][C:17]4=[O:22])=[C:4]3[N:3]=2)[CH:28]=[CH:29][CH:30]=1. The catalyst class is: 37. (4) Reactant: C(OC([NH:8][CH2:9][CH:10]([OH:26])[CH:11]([P:13](C(OCC)(OCC)C)(=[O:17])[O:14]CC)[F:12])=O)(C)(C)C.Cl. Product: [NH2:8][CH2:9][CH:10]([OH:26])[CH:11]([PH:13](=[O:14])[OH:17])[F:12]. The catalyst class is: 5.